Dataset: Forward reaction prediction with 1.9M reactions from USPTO patents (1976-2016). Task: Predict the product of the given reaction. (1) Given the reactants [NH2:1][C:2]1[C:3]([CH3:9])=[C:4]([Cl:8])[CH:5]=[CH:6][CH:7]=1.Cl[C:11]([O:13][CH3:14])=[O:12].O1CCCC1, predict the reaction product. The product is: [Cl:8][C:4]1[CH:5]=[CH:6][CH:7]=[C:2]([NH:1][C:11]([O:13][CH3:14])=[O:12])[C:3]=1[CH3:9]. (2) Given the reactants [Br:1][C:2]1[CH:3]=[C:4]([CH:8]=[C:9]([I:11])[CH:10]=1)[C:5](O)=[O:6].Cl.[O:13]([NH2:15])[CH3:14].CN(C(ON1N=NC2C=CC=NC1=2)=[N+](C)C)C.F[P-](F)(F)(F)(F)F.CCN(C(C)C)C(C)C, predict the reaction product. The product is: [Br:1][C:2]1[CH:3]=[C:4]([CH:8]=[C:9]([I:11])[CH:10]=1)[C:5]([NH:15][O:13][CH3:14])=[O:6]. (3) Given the reactants Br[C:2]1[C:7](=[O:8])[N:6]([CH2:9][C:10]2[CH:15]=[CH:14][C:13]([C:16]3[C:17]([C:22]#[N:23])=[CH:18][CH:19]=[CH:20][CH:21]=3)=[CH:12][CH:11]=2)[C:5]([CH2:24][CH2:25][CH2:26][CH3:27])=[N:4][C:3]=1[CH:28]1[CH2:30][CH2:29]1.[Si:31]([O:38][CH2:39][C:40]([CH3:52])([CH3:51])[O:41][C:42]1[CH:47]=[CH:46][C:45](B(O)O)=[CH:44][CH:43]=1)([C:34]([CH3:37])([CH3:36])[CH3:35])([CH3:33])[CH3:32].C(=O)([O-])[O-].[Cs+].[Cs+].O1CCOCC1, predict the reaction product. The product is: [CH2:24]([C:5]1[N:6]([CH2:9][C:10]2[CH:15]=[CH:14][C:13]([C:16]3[C:17]([C:22]#[N:23])=[CH:18][CH:19]=[CH:20][CH:21]=3)=[CH:12][CH:11]=2)[C:7](=[O:8])[C:2]([C:45]2[CH:44]=[CH:43][C:42]([O:41][C:40]([CH3:52])([CH3:51])[CH2:39][O:38][Si:31]([C:34]([CH3:37])([CH3:36])[CH3:35])([CH3:32])[CH3:33])=[CH:47][CH:46]=2)=[C:3]([CH:28]2[CH2:29][CH2:30]2)[N:4]=1)[CH2:25][CH2:26][CH3:27]. (4) Given the reactants N[C:2]1[CH:7]=[CH:6][C:5]([CH3:8])=[CH:4][C:3]=1[C:9]([O:11][CH3:12])=[O:10].[I-].[I:14]CI.N(OCCC(C)C)=O, predict the reaction product. The product is: [I:14][C:2]1[CH:7]=[CH:6][C:5]([CH3:8])=[CH:4][C:3]=1[C:9]([O:11][CH3:12])=[O:10]. (5) Given the reactants [NH2:1][C:2]1[CH:7]=[C:6]([CH2:8][C@H:9]2[C:12](=[O:13])[N:11]([C:14](=[O:24])[NH:15][C@@H:16]([C:18]3[CH:23]=[CH:22][CH:21]=[CH:20][CH:19]=3)[CH3:17])[C@@H:10]2[C:25]([O:27][CH2:28][CH3:29])=[O:26])[CH:5]=[CH:4][N:3]=1.N1C=CC=CC=1.Cl[C:37]([O:39][CH2:40][CH2:41][CH2:42][CH2:43][CH2:44][CH3:45])=[O:38], predict the reaction product. The product is: [CH2:40]([O:39][C:37]([NH:1][C:2]1[CH:7]=[C:6]([CH2:8][C@H:9]2[C:12](=[O:13])[N:11]([C:14](=[O:24])[NH:15][C@@H:16]([C:18]3[CH:19]=[CH:20][CH:21]=[CH:22][CH:23]=3)[CH3:17])[C@@H:10]2[C:25]([O:27][CH2:28][CH3:29])=[O:26])[CH:5]=[CH:4][N:3]=1)=[O:38])[CH2:41][CH2:42][CH2:43][CH2:44][CH3:45]. (6) The product is: [O:6]=[C:2]1[CH2:3][CH2:4][CH2:5][N:1]1[C:20]([O:19][CH2:16][CH:17]=[CH2:18])=[O:21]. Given the reactants [NH:1]1[CH2:5][CH2:4][CH2:3][C:2]1=[O:6].C1(C)C=CC=CC=1.[OH-].[Na+].[CH2:16]([O:19][C:20](Cl)=[O:21])[CH:17]=[CH2:18], predict the reaction product. (7) Given the reactants [NH2:1][CH2:2][C:3]1([NH2:7])[CH2:6][O:5][CH2:4]1.C(N(CC)CC)C.[Cl:15][C:16]1[N:17]=[C:18](Cl)[C:19]2[S:24][CH:23]=[CH:22][C:20]=2[N:21]=1.O, predict the reaction product. The product is: [NH2:7][C:3]1([CH2:2][NH:1][C:18]2[C:19]3[S:24][CH:23]=[CH:22][C:20]=3[N:21]=[C:16]([Cl:15])[N:17]=2)[CH2:6][O:5][CH2:4]1.[NH2:1][CH2:2][C:3]1([NH:7][C:18]2[C:19]3[S:24][CH:23]=[CH:22][C:20]=3[N:21]=[C:16]([Cl:15])[N:17]=2)[CH2:6][O:5][CH2:4]1. (8) Given the reactants [CH2:1]([NH:3][C:4]([NH:6][NH:7][C:8]([C:10]1[S:31][C:13]2=[CH:14][N:15]=[CH:16][C:17]([NH:18][C:19]3[CH:24]=[CH:23][C:22]([C:25]4[CH:30]=[CH:29][CH:28]=[CH:27][CH:26]=4)=[CH:21][CH:20]=3)=[C:12]2[CH:11]=1)=O)=[O:5])[CH3:2].C(=O)([O-])[O-].[K+].[K+], predict the reaction product. The product is: [C:22]1([C:25]2[CH:30]=[CH:29][CH:28]=[CH:27][CH:26]=2)[CH:21]=[CH:20][C:19]([NH:18][C:17]2[CH:16]=[N:15][CH:14]=[C:13]3[S:31][C:10]([C:8]4[N:3]([CH2:1][CH3:2])[C:4](=[O:5])[NH:6][N:7]=4)=[CH:11][C:12]=23)=[CH:24][CH:23]=1.